From a dataset of Full USPTO retrosynthesis dataset with 1.9M reactions from patents (1976-2016). Predict the reactants needed to synthesize the given product. (1) Given the product [NH2:8][C:5]1[CH:6]=[CH:7][C:2]([F:1])=[C:3]([C@@:16]2([CH3:27])[NH:17][C:18](=[S:26])[C@:19]([F:25])([CH3:24])[CH2:20][C:21]2([F:23])[F:22])[CH:4]=1, predict the reactants needed to synthesize it. The reactants are: [F:1][C:2]1[CH:7]=[CH:6][C:5]([NH:8]C(=O)OC(C)(C)C)=[CH:4][C:3]=1[C@:16]1([CH3:27])[C:21]([F:23])([F:22])[CH2:20][C@@:19]([F:25])([CH3:24])[C:18](=[S:26])[NH:17]1.C(O)(C(F)(F)F)=O. (2) Given the product [Br:1][C:2]1[C:9]([O:10][CH3:11])=[CH:8][CH:7]=[CH:6][C:3]=1[CH:4]=[O:5], predict the reactants needed to synthesize it. The reactants are: [Br:1][C:2]1[C:9]([OH:10])=[CH:8][CH:7]=[CH:6][C:3]=1[CH:4]=[O:5].[C:11](=O)([O-])[O-].[K+].[K+].IC. (3) Given the product [Br:41][C:42]1[CH:48]=[CH:47][CH:46]=[CH:45][C:43]=1[NH:44][C:35]1[C:36](=[O:39])[C:37](=[O:38])[C:34]=1[NH:33][C:17]1[C:18]([OH:32])=[C:19]([S:20]([N:23]([CH2:25][CH2:26][N:27]([CH2:30][CH3:31])[CH2:28][CH3:29])[CH3:24])(=[O:22])=[O:21])[C:14]([Cl:13])=[CH:15][CH:16]=1, predict the reactants needed to synthesize it. The reactants are: C1(C2C=CC=CC=2)C=CC=CC=1.[Cl:13][C:14]1[C:19]([S:20]([N:23]([CH2:25][CH2:26][N:27]([CH2:30][CH3:31])[CH2:28][CH3:29])[CH3:24])(=[O:22])=[O:21])=[C:18]([OH:32])[C:17]([NH:33][C:34]2[C:37](=[O:38])[C:36](=[O:39])[C:35]=2Cl)=[CH:16][CH:15]=1.[Br:41][C:42]1[CH:48]=[CH:47][CH:46]=[CH:45][C:43]=1[NH2:44]. (4) Given the product [O:19]([CH2:18][C@H:15]1[CH2:14][N:11]2[CH2:12][CH2:13][N:8]([C:1]3[CH:35]=[CH:34][C:33]([Cl:36])=[CH:32][N:31]=3)[CH2:9][C@@H:10]2[CH2:17][CH2:16]1)[C:26]1[CH:25]=[CH:24][CH:23]=[CH:22][CH:21]=1, predict the reactants needed to synthesize it. The reactants are: [C:1]([N:8]1[CH2:13][CH2:12][N:11]2[CH2:14][C@H:15]([CH2:18][OH:19])[CH2:16][CH2:17][C@H:10]2[CH2:9]1)(OC(C)(C)C)=O.F[C:21]1[CH:22]=[C:23](O)[CH:24]=[C:25](F)[CH:26]=1.ClC1[CH:35]=[CH:34][C:33]([Cl:36])=[CH:32][N:31]=1. (5) Given the product [C:40]1([C:43]2[CH:44]=[CH:45][CH:46]=[CH:47][CH:48]=2)[CH:39]=[CH:38][C:37]([CH2:36][CH2:35][C:32]2[CH:33]=[CH:34][C:29]([CH2:28][CH2:27][CH2:26][O:1][C:2]3[CH:11]=[CH:10][C:5]([C:6]([O:8][CH3:9])=[O:7])=[CH:4][C:3]=3[C:12]([NH:14][CH:15]3[CH2:20][CH2:19][CH2:18][CH:17]([C:21]([O:23][CH3:24])=[O:22])[CH2:16]3)=[O:13])=[CH:30][CH:31]=2)=[CH:42][CH:41]=1, predict the reactants needed to synthesize it. The reactants are: [OH:1][C:2]1[CH:11]=[CH:10][C:5]([C:6]([O:8][CH3:9])=[O:7])=[CH:4][C:3]=1[C:12]([NH:14][CH:15]1[CH2:20][CH2:19][CH2:18][CH:17]([C:21]([O:23][CH3:24])=[O:22])[CH2:16]1)=[O:13].I[CH2:26][CH2:27][CH2:28][C:29]1[CH:34]=[CH:33][C:32]([CH2:35][CH2:36][C:37]2[CH:42]=[CH:41][C:40]([C:43]3[CH:48]=[CH:47][CH:46]=[CH:45][CH:44]=3)=[CH:39][CH:38]=2)=[CH:31][CH:30]=1. (6) Given the product [C:1]1([S:7]([CH2:10][CH2:11][CH2:12][CH2:13][OH:14])(=[O:8])=[O:9])[CH:2]=[CH:3][CH:4]=[CH:5][CH:6]=1, predict the reactants needed to synthesize it. The reactants are: [C:1]1([S:7]([CH2:10][CH2:11][CH2:12][CH2:13][O:14]C(=O)C)(=[O:9])=[O:8])[CH:6]=[CH:5][CH:4]=[CH:3][CH:2]=1.[OH-].[Na+]. (7) Given the product [CH2:19]([O:21][C:22]1[CH:27]=[CH:26][CH:25]=[CH:24][C:23]=1[C:2]1[CH:3]=[C:4]([N:8]2[CH2:16][CH:15]3[CH2:17][N:11]4[CH2:12][CH:13]([CH2:18][CH:9]2[CH2:10]4)[CH2:14]3)[CH:5]=[N:6][CH:7]=1)[CH3:20], predict the reactants needed to synthesize it. The reactants are: Br[C:2]1[CH:3]=[C:4]([N:8]2[CH2:16][CH:15]3[CH2:17][N:11]4[CH2:12][CH:13]([CH2:18][CH:9]2[CH2:10]4)[CH2:14]3)[CH:5]=[N:6][CH:7]=1.[CH2:19]([O:21][C:22]1[CH:27]=[CH:26][CH:25]=[CH:24][C:23]=1B(O)O)[CH3:20].